From a dataset of Reaction yield outcomes from USPTO patents with 853,638 reactions. Predict the reaction yield, written as a fraction of the theoretical maximum amount of product (1.0 means a 100% yield; for example, 0.34 means a 34% yield). (1) The reactants are [Br:1][C:2]1[C:3](=[O:28])[N:4]([CH2:19][C:20]2[O:24][C:23]([C:25](O)=[O:26])=[CH:22][CH:21]=2)[C:5]([CH3:18])=[CH:6][C:7]=1[O:8][CH2:9][C:10]1[CH:15]=[CH:14][C:13]([F:16])=[CH:12][C:11]=1[F:17].ClC1N=C(OC)N=C(OC)[N:31]=1.CN1CCOCC1.[OH-].[NH4+]. The catalyst is C1COCC1.[Cl-].[Na+].O. The product is [Br:1][C:2]1[C:3](=[O:28])[N:4]([CH2:19][C:20]2[O:24][C:23]([C:25]([NH2:31])=[O:26])=[CH:22][CH:21]=2)[C:5]([CH3:18])=[CH:6][C:7]=1[O:8][CH2:9][C:10]1[CH:15]=[CH:14][C:13]([F:16])=[CH:12][C:11]=1[F:17]. The yield is 0.740. (2) The reactants are [C:1]([O:5][C:6]([NH:8][CH:9]([CH2:20][OH:21])[C:10]([O:12][CH2:13][C:14]1[CH:19]=[CH:18][CH:17]=[CH:16][CH:15]=1)=[O:11])=[O:7])([CH3:4])([CH3:3])[CH3:2].S([O-])([O-])(=O)=O.[Na+].[Na+].[F:29][C:30]([F:38])(S(F)(=O)=O)C(O)=O. The yield is 0.400. The catalyst is C(#N)C.C(OCC)C.[Cu]I. The product is [CH2:13]([O:12][C:10](=[O:11])[C@@H:9]([NH:8][C:6]([O:5][C:1]([CH3:4])([CH3:3])[CH3:2])=[O:7])[CH2:20][O:21][CH:30]([F:38])[F:29])[C:14]1[CH:15]=[CH:16][CH:17]=[CH:18][CH:19]=1. (3) The reactants are [CH2:1]([C:3]([C:17]1[CH:22]=[CH:21][C:20]([OH:23])=[C:19]([CH3:24])[CH:18]=1)([C:6]1[S:10][C:9]2[CH:11]=[CH:12][C:13]([O:15][CH3:16])=[CH:14][C:8]=2[CH:7]=1)[CH2:4][CH3:5])[CH3:2].Br[CH2:26][C:27](=[O:32])[C:28]([CH3:31])([CH3:30])[CH3:29].C([O-])([O-])=O.[K+].[K+]. The catalyst is CC(C)=O. The product is [CH2:1]([C:3]([C:17]1[CH:22]=[CH:21][C:20]([O:23][CH2:26][C:27](=[O:32])[C:28]([CH3:31])([CH3:30])[CH3:29])=[C:19]([CH3:24])[CH:18]=1)([C:6]1[S:10][C:9]2[CH:11]=[CH:12][C:13]([O:15][CH3:16])=[CH:14][C:8]=2[CH:7]=1)[CH2:4][CH3:5])[CH3:2]. The yield is 0.920. (4) The reactants are CI.[C:3]([O-])([O-])=O.[K+].[K+].[I:9][C:10]1[CH:11]=[CH:12][C:13]([O:19][CH3:20])=[C:14]([CH:18]=1)[C:15]([O-:17])=[O:16].C(OCC)(=O)C. The catalyst is CN(C=O)C. The product is [CH3:3][O:16][C:15](=[O:17])[C:14]1[CH:18]=[C:10]([I:9])[CH:11]=[CH:12][C:13]=1[O:19][CH3:20]. The yield is 0.880. (5) The catalyst is ClCCl. The reactants are [CH3:1][CH2:2][CH2:3][CH2:4][NH:5][C:6]1[CH:7]=[C:8]([C:23]([OH:25])=O)[CH:9]=[C:10]([S:19]([NH2:22])(=[O:21])=[O:20])[C:11]=1[O:12][C:13]1[CH:14]=[CH:15][CH:16]=[CH:17][CH:18]=1.C(N=C=NCCCN(C)C)C.ON1C2C=CC=CC=2N=N1.[CH2:47]([NH:49][CH2:50][CH3:51])[CH3:48]. The yield is 0.650. The product is [CH2:47]([N:49]([CH2:50][CH3:51])[C:23](=[O:25])[C:8]1[CH:7]=[C:6]([NH:5][CH2:4][CH2:3][CH2:2][CH3:1])[C:11]([O:12][C:13]2[CH:18]=[CH:17][CH:16]=[CH:15][CH:14]=2)=[C:10]([S:19]([NH2:22])(=[O:21])=[O:20])[CH:9]=1)[CH3:48].